Dataset: Human liver microsome stability data. Task: Regression/Classification. Given a drug SMILES string, predict its absorption, distribution, metabolism, or excretion properties. Task type varies by dataset: regression for continuous measurements (e.g., permeability, clearance, half-life) or binary classification for categorical outcomes (e.g., BBB penetration, CYP inhibition). Dataset: hlm. The molecule is COc1cc2ccc(Br)cc2cc1[C@@H](c1ccccc1)[C@@](O)(CCN(C)C)c1ccc2c(c1)N(C)CC2. The result is 0 (unstable in human liver microsomes).